From a dataset of Reaction yield outcomes from USPTO patents with 853,638 reactions. Predict the reaction yield, written as a fraction of the theoretical maximum amount of product (1.0 means a 100% yield; for example, 0.34 means a 34% yield). (1) The reactants are [NH2:1][C:2]1[N:11]=[CH:10][C:9]2[C:8](SC)=[N:7][CH:6]=[N:5][C:4]=2[CH:3]=1.[CH3:14][N:15]([CH3:24])[C:16]1[CH:17]=[C:18]([CH:21]=[CH:22][CH:23]=1)[CH2:19][NH2:20]. The catalyst is C(O)(C)C. The product is [NH2:1][C:2]1[N:11]=[CH:10][C:9]2[C:8]([NH:20][CH2:19][C:18]3[CH:21]=[CH:22][CH:23]=[C:16]([N:15]([CH3:24])[CH3:14])[CH:17]=3)=[N:7][CH:6]=[N:5][C:4]=2[CH:3]=1. The yield is 0.400. (2) The reactants are [C:1](=[O:14])([O:12][CH3:13])[O:2][C:3]1[CH:8]=[CH:7][C:6]([F:9])=[CH:5][C:4]=1[CH2:10][CH3:11].OS(O)(=O)=O.[N+:20]([O-])([O-:22])=[O:21].[K+]. No catalyst specified. The product is [C:1](=[O:14])([O:12][CH3:13])[O:2][C:3]1[CH:8]=[C:7]([N+:20]([O-:22])=[O:21])[C:6]([F:9])=[CH:5][C:4]=1[CH2:10][CH3:11]. The yield is 0.580. (3) The reactants are [Br:1][C:2]1[CH:3]=[C:4]2[C:9](=[CH:10][CH:11]=1)[N:8]1[CH:12]=[CH:13][CH:14]=[C:7]1[CH:6]([CH3:15])[NH:5]2.[C:16](Cl)(=[O:25])[C:17]1[CH:22]=[CH:21][CH:20]=[C:19]([O:23][CH3:24])[CH:18]=1.C(N(CC)CC)C. The catalyst is C(Cl)Cl. The product is [Br:1][C:2]1[CH:3]=[C:4]2[C:9](=[CH:10][CH:11]=1)[N:8]1[CH:12]=[CH:13][CH:14]=[C:7]1[CH:6]([CH3:15])[N:5]2[C:16](=[O:25])[C:17]1[CH:22]=[CH:21][CH:20]=[C:19]([O:23][CH3:24])[CH:18]=1. The yield is 0.840.